From a dataset of Forward reaction prediction with 1.9M reactions from USPTO patents (1976-2016). Predict the product of the given reaction. (1) Given the reactants [CH3:1][C:2]([S:9]([C:12]1[CH:17]=[CH:16][CH:15]=[C:14]([C:18]([F:21])([F:20])[F:19])[CH:13]=1)(=[O:11])=[O:10])([CH3:8])[C:3]([O:5]CC)=[O:4].O[Li].O, predict the reaction product. The product is: [CH3:8][C:2]([S:9]([C:12]1[CH:17]=[CH:16][CH:15]=[C:14]([C:18]([F:20])([F:21])[F:19])[CH:13]=1)(=[O:11])=[O:10])([CH3:1])[C:3]([OH:5])=[O:4]. (2) The product is: [F:42][C:39]1[CH:40]=[C:41]2[C:36](=[CH:37][CH:38]=1)[NH:35][CH:34]=[C:33]2[CH2:32][CH:30]1[CH2:31][N:28]([CH2:16][CH:13]2[O:12][C:8]3=[C:9]4[C:4](=[CH:5][CH:6]=[C:7]3[O:15][CH2:14]2)[N:3]=[C:2]([CH3:1])[CH:11]=[CH:10]4)[CH2:29]1. Given the reactants [CH3:1][C:2]1[CH:11]=[CH:10][C:9]2[C:4](=[CH:5][CH:6]=[C:7]3[O:15][CH2:14][C@H:13]([CH2:16]OS(C4C=CC(Br)=CC=4)(=O)=O)[O:12][C:8]3=2)[N:3]=1.[NH:28]1[CH2:31][CH:30]([CH2:32][C:33]2[C:41]3[C:36](=[CH:37][CH:38]=[C:39]([F:42])[CH:40]=3)[NH:35][CH:34]=2)[CH2:29]1.C(N(CC)CC)C, predict the reaction product.